From a dataset of Forward reaction prediction with 1.9M reactions from USPTO patents (1976-2016). Predict the product of the given reaction. (1) Given the reactants [NH2:1][C:2]1[N:16]=[CH:15][C:14](Br)=[CH:13][C:3]=1[C:4]([NH:6][C:7]1[CH:12]=[CH:11][N:10]=[CH:9][CH:8]=1)=[O:5].[CH:18]([C:20]1[CH:25]=[CH:24][C:23](B(O)O)=[CH:22][CH:21]=1)=[O:19], predict the reaction product. The product is: [NH2:1][C:2]1[N:16]=[CH:15][C:14]([C:23]2[CH:24]=[CH:25][C:20]([CH:18]=[O:19])=[CH:21][CH:22]=2)=[CH:13][C:3]=1[C:4]([NH:6][C:7]1[CH:12]=[CH:11][N:10]=[CH:9][CH:8]=1)=[O:5]. (2) Given the reactants [CH3:1][O:2][C:3]1[CH:11]=[C:10]2[C:6]([CH:7]=[N:8][NH:9]2)=[CH:5][C:4]=1[NH:12][C:13]1[C:14]2[C:21]3[CH2:22][CH2:23][CH:24]([C:26]([OH:28])=O)[CH2:25][C:20]=3[S:19][C:15]=2[N:16]=[CH:17][N:18]=1.[NH:29]1[CH2:33][C@@H:32]([OH:34])[C@H:31]([OH:35])[CH2:30]1, predict the reaction product. The product is: [OH:35][C@H:31]1[C@H:32]([OH:34])[CH2:33][N:29]([C:26]([CH:24]2[CH2:23][CH2:22][C:21]3[C:14]4[C:13]([NH:12][C:4]5[CH:5]=[C:6]6[C:10](=[CH:11][C:3]=5[O:2][CH3:1])[NH:9][N:8]=[CH:7]6)=[N:18][CH:17]=[N:16][C:15]=4[S:19][C:20]=3[CH2:25]2)=[O:28])[CH2:30]1. (3) Given the reactants [CH3:1][C:2]1[C:10]2[C:5](=[CH:6][CH:7]=[CH:8][CH:9]=2)[N:4]([CH2:11][CH2:12][C:13]([NH:15][N:16]=[CH:17][C:18]2[CH:19]=[C:20]3[C:25](=[C:26]([CH3:28])[CH:27]=2)[N:24]=CC=C3)=[O:14])[CH:3]=1.CC1C2C(=CC=CC=2)[N:32](CCC(NN)=O)[CH:31]=1, predict the reaction product. The product is: [N:24]1[C:25]2[C:26](=[CH:27][C:18]([CH:17]=[N:16][NH:15][C:13](=[O:14])[CH2:12][CH2:11][N:4]3[C:5]4[C:10](=[CH:9][CH:8]=[CH:7][CH:6]=4)[C:2]([CH3:1])=[CH:3]3)=[CH:19][CH:20]=2)[CH:28]=[CH:31][N:32]=1. (4) Given the reactants [F:1][C:2]([F:24])([F:23])[C:3]([C@H:16]1[CH2:21][CH2:20][C@H:19]([NH2:22])[CH2:18][CH2:17]1)([O:8][Si:9]([CH2:14][CH3:15])([CH2:12][CH3:13])[CH2:10][CH3:11])[C:4]([F:7])([F:6])[F:5].CCN(C(C)C)C(C)C.[C:34]1([S:40](Cl)(=[O:42])=[O:41])[CH:39]=[CH:38][CH:37]=[CH:36][CH:35]=1, predict the reaction product. The product is: [F:24][C:2]([F:1])([F:23])[C:3]([C@H:16]1[CH2:21][CH2:20][C@H:19]([NH:22][S:40]([C:34]2[CH:39]=[CH:38][CH:37]=[CH:36][CH:35]=2)(=[O:42])=[O:41])[CH2:18][CH2:17]1)([O:8][Si:9]([CH2:10][CH3:11])([CH2:14][CH3:15])[CH2:12][CH3:13])[C:4]([F:7])([F:6])[F:5]. (5) Given the reactants [F:1][C:2]1[CH:3]=[C:4]([C:9]2[CH2:10][CH2:11][O:12][CH2:13][CH:14]=2)[CH:5]=[C:6]([F:8])[CH:7]=1, predict the reaction product. The product is: [F:1][C:2]1[CH:3]=[C:4]([CH:9]2[CH2:10][CH2:11][O:12][CH2:13][CH2:14]2)[CH:5]=[C:6]([F:8])[CH:7]=1. (6) Given the reactants [C:1]([N:4]1[C:13]2[C:8](=[CH:9][C:10]([CH:14]3[CH2:19][CH2:18][N:17]([C:20]([O:22][C:23]([CH3:26])([CH3:25])[CH3:24])=[O:21])[CH2:16][CH2:15]3)=[CH:11][CH:12]=2)[C@H:7]([NH2:27])[C@@H:6]([CH3:28])[C@@H:5]1[CH3:29])(=[O:3])[CH3:2].C(N1C2C(=CC(C3CCN(C(OC(C)(C)C)=O)CC3)=CC=2)[C@H](NC2C=NC(C)=CN=2)[C@@H](C)[C@@H]1C)(=O)C.F[C:67]1[CH:74]=[CH:73][C:70]([C:71]#[N:72])=[CH:69][N:68]=1.CCN(C(C)C)C(C)C, predict the reaction product. The product is: [C:1]([N:4]1[C:13]2[C:8](=[CH:9][C:10]([CH:14]3[CH2:15][CH2:16][N:17]([C:20]([O:22][C:23]([CH3:26])([CH3:25])[CH3:24])=[O:21])[CH2:18][CH2:19]3)=[CH:11][CH:12]=2)[C@H:7]([NH:27][C:67]2[CH:74]=[CH:73][C:70]([C:71]#[N:72])=[CH:69][N:68]=2)[C@@H:6]([CH3:28])[C@@H:5]1[CH3:29])(=[O:3])[CH3:2]. (7) Given the reactants Cl.[C:2]1([C:8]2[N:12]([CH:13]3[CH2:18][CH2:17][CH2:16][NH:15][CH2:14]3)[CH:11]=[N:10][C:9]=2[C:19]([O:21][CH3:22])=[O:20])[CH:7]=[CH:6][CH:5]=[CH:4][CH:3]=1.C(N(CC)CC)C.Cl[C:31]([O:33][CH2:34][C:35]1[CH:40]=[CH:39][CH:38]=[CH:37][CH:36]=1)=[O:32].O, predict the reaction product. The product is: [CH3:22][O:21][C:19]([C:9]1[N:10]=[CH:11][N:12]([CH:13]2[CH2:18][CH2:17][CH2:16][N:15]([C:31]([O:33][CH2:34][C:35]3[CH:40]=[CH:39][CH:38]=[CH:37][CH:36]=3)=[O:32])[CH2:14]2)[C:8]=1[C:2]1[CH:3]=[CH:4][CH:5]=[CH:6][CH:7]=1)=[O:20]. (8) The product is: [C:1]([C:3]1[CH:4]=[C:5]([C:9]2[CH:10]=[C:11]([CH:16]=[C:17]([CH:19]=[N:20][CH2:21][CH:22]3[CH2:27][CH2:26][N:25]([C:28]([O:30][C:31]([CH3:34])([CH3:33])[CH3:32])=[O:29])[CH2:24][CH2:23]3)[CH:18]=2)[C:12]([O:14][CH3:15])=[O:13])[CH:6]=[CH:7][CH:8]=1)#[N:2]. Given the reactants [C:1]([C:3]1[CH:4]=[C:5]([C:9]2[CH:10]=[C:11]([CH:16]=[C:17]([CH:19]=[N:20][CH2:21][CH:22]3[CH2:27][CH2:26][NH:25][CH2:24][CH2:23]3)[CH:18]=2)[C:12]([O:14][CH3:15])=[O:13])[CH:6]=[CH:7][CH:8]=1)#[N:2].[C:28](O[C:28]([O:30][C:31]([CH3:34])([CH3:33])[CH3:32])=[O:29])([O:30][C:31]([CH3:34])([CH3:33])[CH3:32])=[O:29], predict the reaction product. (9) Given the reactants C(N(CC(O)=O)CCN(CC(O)=O)CC(O)=O)CN(CC(O)=O)CC(O)=O.[CH3:28][C:29]1[C@@H:46]([O:47][C:48]([C@H:50]([OH:67])[C@@H:51]([NH:58][C:59]([C:61]2[CH:62]=[CH:63][CH:64]=[CH:65][CH:66]=2)=[O:60])[C:52]2[CH:53]=[CH:54][CH:55]=[CH:56][CH:57]=2)=[O:49])[CH2:45][C@:41]2([OH:68])[C:42]([CH3:44])([CH3:43])[C:30]=1[C@@H:31]([O:86][C:87]([CH3:89])=[O:88])[C:32]([C@@:34]1([CH3:85])[C@H:39]([C@@H:40]2[O:69][C:70]([C:72]2[CH:73]=[CH:74][CH:75]=[CH:76][CH:77]=2)=[O:71])[C@:38]2([O:80][C:81]([CH3:83])=[O:82])[CH2:78][O:79][C@@H:37]2[CH2:36][C@@H:35]1[OH:84])=[O:33].C([O-])(O)=O.[Na+].O, predict the reaction product. The product is: [CH3:28][C:29]1[C@@H:46]([O:47][C:48]([C@H:50]([OH:67])[C@@H:51]([NH:58][C:59]([C:61]2[CH:66]=[CH:65][CH:64]=[CH:63][CH:62]=2)=[O:60])[C:52]2[CH:53]=[CH:54][CH:55]=[CH:56][CH:57]=2)=[O:49])[CH2:45][C@:41]2([OH:68])[C:42]([CH3:43])([CH3:44])[C:30]=1[C@@H:31]([O:86][C:87]([CH3:89])=[O:88])[C:32]([C@@:34]1([CH3:85])[C@H:39]([C@@H:40]2[O:69][C:70]([C:72]2[CH:77]=[CH:76][CH:75]=[CH:74][CH:73]=2)=[O:71])[C@:38]2([O:80][C:81]([CH3:83])=[O:82])[CH2:78][O:79][C@@H:37]2[CH2:36][C@@H:35]1[OH:84])=[O:33]. (10) The product is: [CH2:10]([N:31]1[C:30]2[CH:35]=[C:26]([N+:23]([O-:25])=[O:24])[CH:27]=[CH:28][C:29]=2[O:34][CH2:33][CH2:32]1)[C:11]1[CH:16]=[CH:15][CH:14]=[CH:13][CH:12]=1. Given the reactants C(N(CC)C(C)C)(C)C.[CH2:10](Br)[C:11]1[CH:16]=[CH:15][CH:14]=[CH:13][CH:12]=1.CN(C=O)C.[N+:23]([C:26]1[CH:27]=[CH:28][C:29]2[O:34][CH2:33][CH2:32][NH:31][C:30]=2[CH:35]=1)([O-:25])=[O:24], predict the reaction product.